Dataset: Forward reaction prediction with 1.9M reactions from USPTO patents (1976-2016). Task: Predict the product of the given reaction. (1) Given the reactants Br[C:2]1[N:7]=[C:6]([NH:8][CH2:9][CH2:10][CH2:11][N:12]2[CH2:17][CH2:16][O:15][CH2:14][CH2:13]2)[C:5]([N+:18]([O-:20])=[O:19])=[CH:4][CH:3]=1.C(N([CH2:26][CH3:27])CC)C.[C]=[O:29].CN([CH:33]=[O:34])C, predict the reaction product. The product is: [O:15]1[CH2:16][CH2:17][N:12]([CH2:11][CH2:10][CH2:9][NH:8][C:6]2[N:7]=[C:2]([C:33]([O:34][CH2:26][CH3:27])=[O:29])[CH:3]=[CH:4][C:5]=2[N+:18]([O-:20])=[O:19])[CH2:13][CH2:14]1. (2) Given the reactants [CH2:1]([O:8][C:9]([N:11]1[CH2:14][CH:13]([C:15]2[CH:16]=[C:17]3[S:23][C:22]([C:24]([O:26][CH3:27])=[O:25])=[C:21]([NH:28]C(OC(C)(C)C)=O)[C:18]3=[N:19][CH:20]=2)[CH2:12]1)=[O:10])[C:2]1[CH:7]=[CH:6][CH:5]=[CH:4][CH:3]=1.C(Cl)Cl.C(O)(C(F)(F)F)=O, predict the reaction product. The product is: [NH2:28][C:21]1[C:18]2=[N:19][CH:20]=[C:15]([CH:13]3[CH2:12][N:11]([C:9]([O:8][CH2:1][C:2]4[CH:3]=[CH:4][CH:5]=[CH:6][CH:7]=4)=[O:10])[CH2:14]3)[CH:16]=[C:17]2[S:23][C:22]=1[C:24]([O:26][CH3:27])=[O:25]. (3) Given the reactants C([O:5][N:6]=[C:7]1[C:16]2[C:11](=[CH:12][CH:13]=[CH:14][CH:15]=2)[O:10][C:9]([C:17]2[CH:18]=[C:19]3[CH:25]=[CH:24][NH:23][C:20]3=[CH:21][N:22]=2)=[CH:8]1)(C)(C)C.[C:26]([O:30]N=C1C2C(=CC=CC=2)OC(C2C=C3C=CN(O)C3=CN=2)=C1)(C)(C)C.[H-].[Na+].IC, predict the reaction product. The product is: [CH3:26][O:30][N:23]1[C:20]2=[CH:21][N:22]=[C:17]([C:9]3[O:10][C:11]4[C:16]([C:7](=[N:6][OH:5])[CH:8]=3)=[CH:15][CH:14]=[CH:13][CH:12]=4)[CH:18]=[C:19]2[CH:25]=[CH:24]1. (4) Given the reactants [CH3:1][N:2]([CH3:29])[C:3]([C:5]1[C:15]([CH2:16][CH2:17][C@H:18]([C:20]2[CH:25]=[CH:24][C:23]([F:26])=[CH:22][C:21]=2[CH3:27])[OH:19])=[C:14](O)[C:8]2[N:9]=[C:10]([CH3:13])[N:11]([CH3:12])[C:7]=2[CH:6]=1)=[O:4].C1(P(C2C=CC=CC=2)C2C=CC=CC=2)C=CC=CC=1.CC(OC(/N=N/C(OC(C)C)=O)=O)C, predict the reaction product. The product is: [CH3:29][N:2]([CH3:1])[C:3]([C:5]1[C:15]2[CH2:16][CH2:17][C@@H:18]([C:20]3[CH:25]=[CH:24][C:23]([F:26])=[CH:22][C:21]=3[CH3:27])[O:19][C:14]=2[C:8]2[N:9]=[C:10]([CH3:13])[N:11]([CH3:12])[C:7]=2[CH:6]=1)=[O:4]. (5) Given the reactants [C:1]([NH:7][C:8]1[CH:13]=[CH:12][C:11]([Cl:14])=[C:10]([O:15][CH3:16])[CH:9]=1)(=[O:6])[C:2]([CH3:5])([CH3:4])[CH3:3].C([Li])CCC.C(Br)C[Br:24], predict the reaction product. The product is: [C:1]([NH:7][C:8]1[CH:13]=[CH:12][C:11]([Cl:14])=[C:10]([O:15][CH3:16])[C:9]=1[Br:24])(=[O:6])[C:2]([CH3:5])([CH3:4])[CH3:3]. (6) Given the reactants [F:1][CH:2]([F:32])[O:3][C:4]1[CH:5]=[C:6]2[C:10](=[CH:11][CH:12]=1)[N:9]([CH2:13]CCN(C)C)[N:8]=[C:7]2[Sn](CCCC)(CCCC)CCCC.Br[C:34]1[N:39]=[C:38]2[C:40]([C:43]([NH:45][CH:46]([CH3:48])[CH3:47])=[O:44])=[CH:41][NH:42][C:37]2=[N:36][CH:35]=1, predict the reaction product. The product is: [F:32][CH:2]([F:1])[O:3][C:4]1[CH:5]=[C:6]2[C:10](=[CH:11][CH:12]=1)[N:9]([CH3:13])[N:8]=[C:7]2[C:34]1[N:39]=[C:38]2[C:40]([C:43]([NH:45][CH:46]([CH3:48])[CH3:47])=[O:44])=[CH:41][NH:42][C:37]2=[N:36][CH:35]=1. (7) Given the reactants [O:1]([C:8]1[C:9]([NH:24][C:25]2[S:26][CH:27]=[C:28]([CH:30]3[CH2:35][CH2:34][NH:33][CH2:32][CH2:31]3)[N:29]=2)=[N:10][CH:11]=[C:12]([S:14][C:15]2[CH:20]=[CH:19][N:18]=[C:17]3[CH:21]=[CH:22][S:23][C:16]=23)[CH:13]=1)[C:2]1[CH:7]=[CH:6][CH:5]=[CH:4][CH:3]=1.C(N(CC)CC)C.[C:43]([Cl:46])(=[O:45])[CH3:44].C([O-])(O)=O.[Na+].[ClH:52], predict the reaction product. The product is: [ClH:46].[ClH:52].[O:1]([C:8]1[C:9]([NH:24][C:25]2[S:26][CH:27]=[C:28]([CH:30]3[CH2:35][CH2:34][N:33]([C:43](=[O:45])[CH3:44])[CH2:32][CH2:31]3)[N:29]=2)=[N:10][CH:11]=[C:12]([S:14][C:15]2[CH:20]=[CH:19][N:18]=[C:17]3[CH:21]=[CH:22][S:23][C:16]=23)[CH:13]=1)[C:2]1[CH:7]=[CH:6][CH:5]=[CH:4][CH:3]=1.